Task: Predict which catalyst facilitates the given reaction.. Dataset: Catalyst prediction with 721,799 reactions and 888 catalyst types from USPTO Reactant: [CH3:1][N:2]1[CH2:7][CH2:6][N:5]([CH2:8][CH2:9][O:10][C:11]2[CH:16]=[CH:15][N:14]3[C:17]([C:20]([O-:22])=O)=[CH:18][N:19]=[C:13]3[CH:12]=2)[CH2:4][CH2:3]1.[Li+].ClC1C=C(Cl)C=C(Cl)C=1C(Cl)=O.[CH:36]1([C:39]2[C:47]3[C:46]([NH2:48])=[CH:45][CH:44]=[CH:43][C:42]=3[N:41]([CH2:49][C:50]3[CH:54]=[CH:53][N:52]([CH:55]([CH3:57])[CH3:56])[N:51]=3)[N:40]=2)[CH2:38][CH2:37]1.[OH-].[Na+]. Product: [CH:36]1([C:39]2[C:47]3[C:42](=[CH:43][CH:44]=[CH:45][C:46]=3[NH:48][C:20]([C:17]3[N:14]4[CH:15]=[CH:16][C:11]([O:10][CH2:9][CH2:8][N:5]5[CH2:6][CH2:7][N:2]([CH3:1])[CH2:3][CH2:4]5)=[CH:12][C:13]4=[N:19][CH:18]=3)=[O:22])[N:41]([CH2:49][C:50]3[CH:54]=[CH:53][N:52]([CH:55]([CH3:57])[CH3:56])[N:51]=3)[N:40]=2)[CH2:37][CH2:38]1. The catalyst class is: 37.